Dataset: Catalyst prediction with 721,799 reactions and 888 catalyst types from USPTO. Task: Predict which catalyst facilitates the given reaction. Reactant: O=[C:2]([CH2:16][CH3:17])[CH:3]([C:12](=O)[CH2:13][CH3:14])[CH2:4][C:5]([O:7][C:8]([CH3:11])([CH3:10])[CH3:9])=[O:6].O.[NH2:19][NH2:20]. Product: [CH2:13]([C:12]1[C:3]([CH2:4][C:5]([O:7][C:8]([CH3:11])([CH3:10])[CH3:9])=[O:6])=[C:2]([CH2:16][CH3:17])[NH:20][N:19]=1)[CH3:14]. The catalyst class is: 8.